This data is from Forward reaction prediction with 1.9M reactions from USPTO patents (1976-2016). The task is: Predict the product of the given reaction. (1) Given the reactants [C:1]1([C:7]#[C:8][C:9]2[CH:10]=[CH:11][C:12]([CH:15](O)[CH3:16])=[N:13][CH:14]=2)[CH:6]=[CH:5][CH:4]=[CH:3][CH:2]=1.[O:18]1[CH2:22][CH2:21][NH:20][C:19]1=[O:23], predict the reaction product. The product is: [C:1]1([C:7]#[C:8][C:9]2[CH:10]=[CH:11][C:12]([CH:15]([N:20]3[CH2:21][CH2:22][O:18][C:19]3=[O:23])[CH3:16])=[N:13][CH:14]=2)[CH:6]=[CH:5][CH:4]=[CH:3][CH:2]=1. (2) The product is: [Cl:15][C:16]1[CH:23]=[CH:22][C:19]([CH2:20][O:8][C:7]2[CH:9]=[C:10]([OH:11])[CH:12]=[CH:13][CH:14]=2)=[CH:18][CH:17]=1. Given the reactants C(=O)([O-])[O-].[K+].[K+].[C:7]1([CH:14]=[CH:13][CH:12]=[C:10]([OH:11])[CH:9]=1)[OH:8].[Cl:15][C:16]1[CH:23]=[CH:22][C:19]([CH2:20]Br)=[CH:18][CH:17]=1, predict the reaction product. (3) Given the reactants [Br:1][C:2]1[CH:3]=[C:4]([CH2:9][N+:10]([O-:12])=[O:11])[C:5]([Cl:8])=[N:6][CH:7]=1.[CH2:13]=[O:14].C(N(CC)CC)C.[Na+].[Cl-].Cl.[O:25]1CCOC[CH2:26]1, predict the reaction product. The product is: [Br:1][C:2]1[CH:3]=[C:4]([C:9]([N+:10]([O-:12])=[O:11])([CH2:13][OH:14])[CH2:26][OH:25])[C:5]([Cl:8])=[N:6][CH:7]=1. (4) The product is: [CH3:1][N:2]([CH3:11])[CH2:3][CH2:4][N:5]1[C:9]([S:10][CH2:13][C:14]([OH:16])=[O:15])=[N:8][N:7]=[N:6]1. Given the reactants [CH3:1][N:2]([CH3:11])[CH2:3][CH2:4][N:5]1[C:9]([SH:10])=[N:8][N:7]=[N:6]1.Br[CH2:13][C:14]([OH:16])=[O:15], predict the reaction product. (5) Given the reactants [C:1]1([N:7]2[CH2:12][CH2:11][NH:10][CH2:9][CH2:8]2)[CH:6]=[CH:5][CH:4]=[CH:3][CH:2]=1.Cl[CH2:14][C:15]([O:17][CH2:18][CH3:19])=[O:16].C([O-])(O)=O.[Na+], predict the reaction product. The product is: [C:1]1([N:7]2[CH2:12][CH2:11][N:10]([CH2:14][C:15]([O:17][CH2:18][CH3:19])=[O:16])[CH2:9][CH2:8]2)[CH:6]=[CH:5][CH:4]=[CH:3][CH:2]=1. (6) Given the reactants BrCC1C=CC(C(OC)=O)=CC=1.[CH3:13][S:14]([CH2:17][C:18]1[CH:27]=[CH:26][C:21]([C:22]([O:24]C)=O)=[CH:20][CH:19]=1)(=[O:16])=[O:15].[Cl:28][C:29]1[CH:35]=[CH:34][C:32]([NH2:33])=[CH:31][C:30]=1[C:36]1[CH:41]=[CH:40][CH:39]=[CH:38][N:37]=1.CS(CC1C=CC(C(O)=O)=CC=1)(=O)=O, predict the reaction product. The product is: [Cl:28][C:29]1[CH:35]=[CH:34][C:32]([NH:33][C:22](=[O:24])[C:21]2[CH:20]=[CH:19][C:18]([CH2:17][S:14]([CH3:13])(=[O:15])=[O:16])=[CH:27][CH:26]=2)=[CH:31][C:30]=1[C:36]1[CH:41]=[CH:40][CH:39]=[CH:38][N:37]=1. (7) Given the reactants [C:1]([OH:5])([CH3:4])([CH3:3])[CH3:2].[CH:6]([N:9]=[C:10]=[N:11][CH:12]([CH3:14])[CH3:13])([CH3:8])[CH3:7], predict the reaction product. The product is: [CH:12]([NH:11][C:10](=[N:9][CH:6]([CH3:8])[CH3:7])[O:5][C:1]([CH3:4])([CH3:3])[CH3:2])([CH3:14])[CH3:13]. (8) Given the reactants [CH3:1][C:2]1[C:7]2[NH:8][C:9](=[O:12])[CH2:10][O:11][C:6]=2[CH:5]=[CH:4][CH:3]=1.[Br:13]N1C(=O)CCC1=O, predict the reaction product. The product is: [Br:13][C:3]1[CH:4]=[CH:5][C:6]2[O:11][CH2:10][C:9](=[O:12])[NH:8][C:7]=2[C:2]=1[CH3:1]. (9) The product is: [Br:22][C:20]1[CH:19]=[CH:18][C:17]2[O:23][C:24](/[CH:25]=[CH:26]/[C:27]3[CH:32]=[CH:31][CH:30]=[CH:29][CH:28]=3)=[N:15][C:16]=2[CH:21]=1. Given the reactants O=P12OP3(OP(OP(O3)(O1)=O)(=O)O2)=O.[NH2:15][C:16]1[CH:21]=[C:20]([Br:22])[CH:19]=[CH:18][C:17]=1[OH:23].[C:24](O)(=O)/[CH:25]=[CH:26]/[C:27]1[CH:32]=[CH:31][CH:30]=[CH:29][CH:28]=1.[OH-].[Na+], predict the reaction product. (10) Given the reactants [CH3:1][N:2]1[CH2:7][CH2:6][C:5]([C:22]2[CH:27]=[CH:26][CH:25]=[CH:24][CH:23]=2)([CH:8]([O:19][CH:20]=[CH2:21])C2C3C(=CC=CC=3)C=CC=2)[CH2:4][CH2:3]1.[CH3:28][CH2:29]O, predict the reaction product. The product is: [CH3:1][N:2]1[CH2:3][CH2:4][C:5]([CH2:8][O:19][CH:20]([C:3]2[C:28]3[C:29](=[CH:27][CH:22]=[CH:23][CH:24]=3)[CH:6]=[CH:5][CH:4]=2)[CH3:21])([C:22]2[CH:23]=[CH:24][CH:25]=[CH:26][CH:27]=2)[CH2:6][CH2:7]1.